Dataset: Forward reaction prediction with 1.9M reactions from USPTO patents (1976-2016). Task: Predict the product of the given reaction. Given the reactants [NH2:1][C:2]1[CH:7]=[CH:6][CH:5]=[CH:4][C:3]=1[CH:8]1[C:17]([CH3:19])([CH3:18])[CH2:16][C:15]2[C:10](=[CH:11][CH:12]=[C:13]([C:20]([O:22][CH3:23])=[O:21])[CH:14]=2)[NH:9]1.N1C=CC=CC=1.[F:30][C:31]1[CH:36]=[CH:35][C:34]([S:37](Cl)(=[O:39])=[O:38])=[CH:33][CH:32]=1, predict the reaction product. The product is: [F:30][C:31]1[CH:36]=[CH:35][C:34]([S:37]([NH:1][C:2]2[CH:7]=[CH:6][CH:5]=[CH:4][C:3]=2[CH:8]2[C:17]([CH3:18])([CH3:19])[CH2:16][C:15]3[C:10](=[CH:11][CH:12]=[C:13]([C:20]([O:22][CH3:23])=[O:21])[CH:14]=3)[NH:9]2)(=[O:39])=[O:38])=[CH:33][CH:32]=1.